The task is: Predict which catalyst facilitates the given reaction.. This data is from Catalyst prediction with 721,799 reactions and 888 catalyst types from USPTO. (1) Reactant: CC(C)([O-])C.[Na+].[CH2:7]1[C:11]2([CH2:16][CH2:15][NH:14][CH2:13][CH2:12]2)[CH2:10][CH2:9][N:8]1[C:17]([O:19][C:20]([CH3:23])([CH3:22])[CH3:21])=[O:18].Cl[C:25]1[N:30]=[CH:29][C:28]([C:31]([F:34])([F:33])[F:32])=[CH:27][N:26]=1.C1C=CC(P(C2C(C3C(P(C4C=CC=CC=4)C4C=CC=CC=4)=CC=C4C=3C=CC=C4)=C3C(C=CC=C3)=CC=2)C2C=CC=CC=2)=CC=1. Product: [F:32][C:31]([F:34])([F:33])[C:28]1[CH:27]=[N:26][C:25]([N:14]2[CH2:13][CH2:12][C:11]3([CH2:7][N:8]([C:17]([O:19][C:20]([CH3:23])([CH3:22])[CH3:21])=[O:18])[CH2:9][CH2:10]3)[CH2:16][CH2:15]2)=[N:30][CH:29]=1. The catalyst class is: 222. (2) Reactant: [CH3:1][N:2]1[C:8](=[O:9])[CH2:7][C:6]2[CH:10]=[CH:11][CH:12]=[CH:13][C:5]=2[CH2:4][CH2:3]1.C([O:19][N:20]=O)CC(C)C.C[Si]([N-][Si](C)(C)C)(C)C.[Na+]. Product: [OH:19][N:20]=[C:7]1[C:6]2[CH:10]=[CH:11][CH:12]=[CH:13][C:5]=2[CH2:4][CH2:3][N:2]([CH3:1])[C:8]1=[O:9]. The catalyst class is: 1. (3) Product: [NH2:1][C:4]1[CH:5]=[C:6]2[C:11](=[CH:12][C:13]=1[O:14][C@H:15]1[CH2:19][CH2:18][O:17][CH2:16]1)[N:10]=[CH:9][NH:8][C:7]2=[O:20]. Reactant: [N+:1]([C:4]1[CH:5]=[C:6]2[C:11](=[CH:12][C:13]=1[O:14][C@H:15]1[CH2:19][CH2:18][O:17][CH2:16]1)[N:10]=[CH:9][NH:8][C:7]2=[O:20])([O-])=O.C(O)(=O)C. The catalyst class is: 190. (4) Reactant: [CH:1]1([CH2:4][N:5]2[CH2:10][CH2:9][N:8]([C:11]3[CH:16]=[CH:15][CH:14]=[CH:13][C:12]=3[CH:17]3[CH2:22][C:21]([CH3:24])([CH3:23])[CH2:20][C:19]([CH3:26])([CH3:25])[CH2:18]3)[CH2:7][CH2:6]2)[CH2:3][CH2:2]1.C(O)C.[S:30](=[O:34])(=[O:33])([OH:32])[OH:31]. Product: [S:30]([OH:34])([OH:33])(=[O:32])=[O:31].[CH:1]1([CH2:4][N:5]2[CH2:6][CH2:7][N:8]([C:11]3[CH:16]=[CH:15][CH:14]=[CH:13][C:12]=3[CH:17]3[CH2:18][C:19]([CH3:26])([CH3:25])[CH2:20][C:21]([CH3:24])([CH3:23])[CH2:22]3)[CH2:9][CH2:10]2)[CH2:3][CH2:2]1. The catalyst class is: 13. (5) Reactant: [CH2:1]([O:8][C:9]1[C:14]([F:15])=[CH:13][C:12]([NH2:16])=[CH:11][C:10]=1[F:17])[C:2]1[CH:7]=[CH:6][CH:5]=[CH:4][CH:3]=1.[Br:18]N1C(=O)CCC1=O.Cl. Product: [CH2:1]([O:8][C:9]1[C:10]([F:17])=[CH:11][C:12]([NH2:16])=[C:13]([Br:18])[C:14]=1[F:15])[C:2]1[CH:3]=[CH:4][CH:5]=[CH:6][CH:7]=1. The catalyst class is: 1. (6) Reactant: N(C(C)C)C(C)C.[Li]CCCC.[Cl:13][C:14]1[CH:19]=[CH:18][CH:17]=[C:16]([F:20])[N:15]=1.B(OC(C)C)(OC(C)C)[O:22]C(C)C.[OH-].[Na+].OO. Product: [Cl:13][C:14]1[N:15]=[C:16]([F:20])[C:17]([OH:22])=[CH:18][CH:19]=1. The catalyst class is: 20.